Predict the product of the given reaction. From a dataset of Forward reaction prediction with 1.9M reactions from USPTO patents (1976-2016). Given the reactants [C:1]1([CH2:7][CH2:8][CH2:9][CH2:10][C:11]2[O:12][C:13]3[C:22]4[C:21](=[CH:23][C:24]#[N:25])[CH2:20][CH2:19][C:18]=4[CH:17]=[CH:16][C:14]=3[N:15]=2)[CH:6]=[CH:5][CH:4]=[CH:3][CH:2]=1.N.C(O)C, predict the reaction product. The product is: [C:1]1([CH2:7][CH2:8][CH2:9][CH2:10][C:11]2[O:12][C:13]3[C:22]4[C:21](=[CH:23][CH2:24][NH2:25])[CH2:20][CH2:19][C:18]=4[CH:17]=[CH:16][C:14]=3[N:15]=2)[CH:6]=[CH:5][CH:4]=[CH:3][CH:2]=1.